From a dataset of Forward reaction prediction with 1.9M reactions from USPTO patents (1976-2016). Predict the product of the given reaction. Given the reactants FC(F)(F)C(O)=O.[NH2:8][C@@H:9]([CH2:13][CH2:14][CH3:15])[CH2:10][CH2:11][OH:12].[NH2:16][C:17]1[N:22]=[C:21](OS(C2C(C)=CC(C)=CC=2C)(=O)=O)[C:20]([CH2:36][C:37]2[CH:52]=[CH:51][C:40]([CH2:41][N:42]([CH2:49][CH3:50])[CH2:43][C:44]([O:46][CH2:47][CH3:48])=[O:45])=[CH:39][C:38]=2[O:53][CH3:54])=[C:19]([CH3:55])[N:18]=1, predict the reaction product. The product is: [NH2:16][C:17]1[N:22]=[C:21]([NH:8][C@@H:9]([CH2:13][CH2:14][CH3:15])[CH2:10][CH2:11][OH:12])[C:20]([CH2:36][C:37]2[CH:52]=[CH:51][C:40]([CH2:41][N:42]([CH2:49][CH3:50])[CH2:43][C:44]([O:46][CH2:47][CH3:48])=[O:45])=[CH:39][C:38]=2[O:53][CH3:54])=[C:19]([CH3:55])[N:18]=1.